This data is from NCI-60 drug combinations with 297,098 pairs across 59 cell lines. The task is: Regression. Given two drug SMILES strings and cell line genomic features, predict the synergy score measuring deviation from expected non-interaction effect. Drug 1: C1=C(C(=O)NC(=O)N1)N(CCCl)CCCl. Drug 2: C1=CC=C(C(=C1)C(C2=CC=C(C=C2)Cl)C(Cl)Cl)Cl. Cell line: MDA-MB-231. Synergy scores: CSS=19.2, Synergy_ZIP=0.0466, Synergy_Bliss=-0.963, Synergy_Loewe=-6.98, Synergy_HSA=-0.207.